This data is from Full USPTO retrosynthesis dataset with 1.9M reactions from patents (1976-2016). The task is: Predict the reactants needed to synthesize the given product. (1) Given the product [C:27]([CH2:26][O:22][C:21]([C@H:17]1[CH2:18][CH2:19][CH2:20][N:16]1[C:14](=[O:15])[CH2:13][CH2:12][CH2:11][CH2:10][C:9]([N:5]1[CH2:6][CH2:7][CH2:8][C@@H:4]1[C:1]([O:3][CH2:33][C:32](=[O:42])[NH2:34])=[O:2])=[O:24])=[O:23])(=[O:28])[NH2:29], predict the reactants needed to synthesize it. The reactants are: [C:1]([C@H:4]1[CH2:8][CH2:7][CH2:6][N:5]1[C:9](=[O:24])[CH2:10][CH2:11][CH2:12][CH2:13][C:14]([N:16]1[CH2:20][CH2:19][CH2:18][C@@H:17]1[C:21]([OH:23])=[O:22])=[O:15])([OH:3])=[O:2].Cl[CH2:26][C:27]([NH2:29])=[O:28].[I-].[Na+].[CH2:32]([N:34](CC)CC)[CH3:33].CN(C)C=[O:42]. (2) Given the product [CH2:1]([CH:3]1[CH:20]([OH:21])[CH:19]([CH3:22])[CH:18]=[C:17]([CH3:23])[CH:16]=[C:15]([O:24][CH3:25])[C:14](=[O:26])[O:13][CH:12]([CH:27]([CH:29]([OH:48])[CH:30]([CH3:47])/[C:31](=[N:41]\[O:42][CH2:43][C:44]([NH:70][CH2:69][C:68]2[CH:71]=[CH:72][C:65]([F:64])=[CH:66][CH:67]=2)=[O:45])/[CH:32]=[CH:33]/[CH:34]([CH3:40])[CH:35]([OH:39])/[CH:36]=[CH:37]/[CH3:38])[CH3:28])[CH:11]([O:49][CH3:50])[CH:10]=[CH:9][CH:8]=[C:7]([CH3:51])[CH2:6][CH:5]([CH3:52])[CH:4]1[OH:53])[CH3:2], predict the reactants needed to synthesize it. The reactants are: [CH2:1]([CH:3]1[CH:20]([OH:21])[CH:19]([CH3:22])[CH:18]=[C:17]([CH3:23])[CH:16]=[C:15]([O:24][CH3:25])[C:14](=[O:26])[O:13][CH:12]([CH:27]([CH:29]([OH:48])[CH:30]([CH3:47])/[C:31](=[N:41]\[O:42][CH2:43][C:44](O)=[O:45])/[CH:32]=[CH:33]/[CH:34]([CH3:40])[CH:35]([OH:39])/[CH:36]=[CH:37]/[CH3:38])[CH3:28])[CH:11]([O:49][CH3:50])[CH:10]=[CH:9][CH:8]=[C:7]([CH3:51])[CH2:6][CH:5]([CH3:52])[CH:4]1[OH:53])[CH3:2].C1C=CC2N(O)N=NC=2C=1.[F:64][C:65]1[CH:72]=[CH:71][C:68]([CH2:69][NH2:70])=[CH:67][CH:66]=1.O. (3) The reactants are: N1C(C(Cl)=O)=CC=CC=1C(Cl)=O.NC[C:15]1[C:16]2[C:21]([C:22](CN)=[C:23]3[C:28]=1[CH:27]=[CH:26][CH:25]=[CH:24]3)=[CH:20][CH:19]=[CH:18][CH:17]=2.C(N(CC)CC)C.CO. Given the product [CH:17]1[C:16]2[C:21](=[CH:22][C:23]3[C:28]([CH:15]=2)=[CH:27][CH:26]=[CH:25][CH:24]=3)[CH:20]=[CH:19][CH:18]=1, predict the reactants needed to synthesize it. (4) Given the product [S:39]1[CH2:42][CH2:41][N:40]=[C:38]1[NH:37][CH:26]([C:20]1[CH:21]=[CH:22][CH:23]=[C:24]([CH3:25])[C:19]=1[CH3:18])[CH2:27][C:28]#[C:29][C:30]1[CH:31]=[C:32]([CH3:36])[CH:33]=[CH:34][CH:35]=1, predict the reactants needed to synthesize it. The reactants are: C(N(C(C)C)CC)(C)C.[I-].C(C[P+](C)(C)C)#N.[CH3:18][C:19]1[C:24]([CH3:25])=[CH:23][CH:22]=[CH:21][C:20]=1[CH:26]([NH:37][C:38]([NH:40][CH2:41][CH2:42]O)=[S:39])[CH2:27][C:28]#[C:29][C:30]1[CH:31]=[C:32]([CH3:36])[CH:33]=[CH:34][CH:35]=1.